From a dataset of Tyrosyl-DNA phosphodiesterase HTS with 341,365 compounds. Binary Classification. Given a drug SMILES string, predict its activity (active/inactive) in a high-throughput screening assay against a specified biological target. (1) The molecule is Brc1c(OC(c2[nH]c3c(c(=O)n2)cccc3)C)ccc(F)c1. The result is 0 (inactive). (2) The drug is O1CCN(CC1)CC#CC(O)(c1ccccc1)C. The result is 0 (inactive). (3) The molecule is O=C(N1CCN(CC1)Cc1ccc(cc1)C)C1CCC1. The result is 0 (inactive). (4) The drug is Fc1ccc(C(=O)N2CCc3c2ccc(c3)CNC(=O)c2[nH]c3c(c2)ccc(OC)c3)cc1. The result is 0 (inactive). (5) The result is 0 (inactive). The drug is O=C1NCCN(C1CC(=O)NCCc1ncccc1)Cc1cc(Oc2ccccc2)ccc1. (6) The compound is o1c(C(=O)NN2CCN(CC2)C)ccc1COc1ccc(C(C)C)cc1. The result is 0 (inactive). (7) The drug is S(=O)(=O)(N1CCC(CC1)C(O)=O)CC. The result is 0 (inactive). (8) The compound is o1c(nnc1c1cc([N+]([O-])=O)ccc1)C1CC1. The result is 0 (inactive).